Dataset: Full USPTO retrosynthesis dataset with 1.9M reactions from patents (1976-2016). Task: Predict the reactants needed to synthesize the given product. (1) The reactants are: C([O:4][C:5]1[CH:10]=[CH:9][C:8]([O:11][CH2:12][C:13]2[CH:18]=[CH:17][CH:16]=[CH:15][CH:14]=2)=[C:7]([NH:19][S:20]([CH3:23])(=[O:22])=[O:21])[CH:6]=1)(=O)C.[OH-].[K+].Cl. Given the product [CH2:12]([O:11][C:8]1[CH:9]=[CH:10][C:5]([OH:4])=[CH:6][C:7]=1[NH:19][S:20]([CH3:23])(=[O:22])=[O:21])[C:13]1[CH:14]=[CH:15][CH:16]=[CH:17][CH:18]=1, predict the reactants needed to synthesize it. (2) The reactants are: [OH:1][C:2]1[CH:9]=[CH:8][C:5]([C:6]#[N:7])=[CH:4][C:3]=1[N+:10]([O-:12])=[O:11].[CH2:13]([OH:15])[CH3:14].[ClH:16]. Given the product [ClH:16].[OH:1][C:2]1[CH:9]=[CH:8][C:5]([C:6](=[NH:7])[O:15][CH2:13][CH3:14])=[CH:4][C:3]=1[N+:10]([O-:12])=[O:11], predict the reactants needed to synthesize it. (3) Given the product [N+:8]([C:11]1[CH:12]=[C:13]([NH:22][C:5](=[O:7])[CH3:6])[CH:14]=[C:15]([N:17]2[CH:18]=[CH:19][CH:20]=[CH:21]2)[CH:16]=1)([O-:10])=[O:9], predict the reactants needed to synthesize it. The reactants are: C(O[C:5](=[O:7])[CH3:6])(=O)C.[N+:8]([C:11]1[CH:12]=[C:13]([NH2:22])[CH:14]=[C:15]([N:17]2[CH:21]=[CH:20][CH:19]=[CH:18]2)[CH:16]=1)([O-:10])=[O:9].